From a dataset of Peptide-MHC class I binding affinity with 185,985 pairs from IEDB/IMGT. Regression. Given a peptide amino acid sequence and an MHC pseudo amino acid sequence, predict their binding affinity value. This is MHC class I binding data. The peptide sequence is ITISEDGSM. The MHC is HLA-A26:01 with pseudo-sequence HLA-A26:01. The binding affinity (normalized) is 0.260.